Dataset: Forward reaction prediction with 1.9M reactions from USPTO patents (1976-2016). Task: Predict the product of the given reaction. (1) Given the reactants [N:1]1[CH:6]=[CH:5][CH:4]=[C:3]([CH2:7][CH2:8][CH2:9][OH:10])[CH:2]=1.CC(O)=O.Cl.CCO, predict the reaction product. The product is: [NH:1]1[CH2:6][CH2:5][CH2:4][CH:3]([CH2:7][CH2:8][CH2:9][OH:10])[CH2:2]1. (2) The product is: [NH2:33][C:31]1[N:32]=[C:27]([NH:26][C:22]2[CH:21]=[C:20]([NH:1][C:2]3[CH:7]=[CH:6][CH:5]=[CH:4][CH:3]=3)[N:25]=[CH:24][N:23]=2)[CH:28]=[CH:29][CH:30]=1. Given the reactants [NH2:1][C:2]1[CH:7]=[CH:6][CH:5]=[CH:4][CH:3]=1.C([O-])([O-])=O.[K+].[K+].COC1C=C(C=CC=1)O[C:20]1[N:25]=[CH:24][N:23]=[C:22]([NH:26][C:27]2[N:32]=[C:31]([NH:33]C(=O)C=C)[CH:30]=[CH:29][CH:28]=2)[CH:21]=1, predict the reaction product. (3) Given the reactants [CH3:1][O:2][C:3]1[C:8]([OH:9])=[CH:7][CH:6]=[C:5](/[CH:10]=[CH:11]/[C:12]([CH2:14][C:15](/[CH:17]=[CH:18]/[C:19]2[CH:27]=[C:24]([O:25][CH3:26])[C:22]([OH:23])=[CH:21][CH:20]=2)=[O:16])=[O:13])[CH:4]=1.[C:28]([OH:49])(=O)/[CH:29]=[CH:30]\[CH:31]=[CH:32][CH:33]=[CH:34][CH:35]=[CH:36][CH:37]=[CH:38][CH2:39][CH2:40][CH2:41][CH2:42][CH2:43][CH2:44][CH2:45][CH2:46][CH3:47].[CH:59]1(N=C=N[CH:59]2[CH2:64][CH2:63][CH2:62][CH2:61][CH2:60]2)[CH2:64][CH2:63][CH2:62][CH2:61][CH2:60]1, predict the reaction product. The product is: [C:3]([O:9][C:8]1[CH:7]=[CH:6][C:5]([CH:10]=[CH:11][C:12](=[O:13])[CH2:14][C:15](=[O:16])[CH:17]=[CH:18][C:19]2[CH:20]=[CH:21][C:22]([O:23][C:28](=[O:49])[CH:29]=[CH:30][CH:31]=[CH:32][CH:33]=[CH:34][CH:35]=[CH:36][CH:37]=[CH:38][CH2:39][CH2:40][CH2:41][CH2:42][CH2:43][CH2:44][CH2:45][CH2:46][CH3:47])=[C:24]([O:25][CH3:26])[CH:27]=2)=[CH:4][C:3]=1[O:2][CH3:1])(=[O:2])[CH:4]=[CH:5][CH:10]=[CH:11][CH:12]=[CH:14][CH:15]=[CH:17][CH:18]=[CH:19][CH2:20][CH2:21][CH2:22][CH2:60][CH2:61][CH2:62][CH2:63][CH2:64][CH3:59].